From a dataset of Full USPTO retrosynthesis dataset with 1.9M reactions from patents (1976-2016). Predict the reactants needed to synthesize the given product. (1) Given the product [CH3:30][C:29]1[C:28](=[O:31])[O:27][CH2:26][C:25]=1[N:3]1[CH2:4][CH2:5][C:6]2([CH2:11][CH2:10][N:9]([C:12]([O:14][C:15]([CH3:18])([CH3:17])[CH3:16])=[O:13])[CH2:8][CH2:7]2)[C:2]1=[O:1], predict the reactants needed to synthesize it. The reactants are: [O:1]=[C:2]1[C:6]2([CH2:11][CH2:10][N:9]([C:12]([O:14][C:15]([CH3:18])([CH3:17])[CH3:16])=[O:13])[CH2:8][CH2:7]2)[CH2:5][CH2:4][NH:3]1.FC(F)(F)S(O[C:25]1[CH2:26][O:27][C:28](=[O:31])[C:29]=1[CH3:30])(=O)=O.CC1(C)C2C(=C(P(C3C=CC=CC=3)C3C=CC=CC=3)C=CC=2)OC2C(P(C3C=CC=CC=3)C3C=CC=CC=3)=CC=CC1=2.C([O-])([O-])=O.[Cs+].[Cs+]. (2) Given the product [NH2:2][CH:3]([C:15]1[CH:20]=[CH:19][CH:18]=[CH:17][CH:16]=1)[CH2:4][CH2:5][CH2:6][NH:7][C:8](=[O:14])[O:9][C:10]([CH3:13])([CH3:11])[CH3:12], predict the reactants needed to synthesize it. The reactants are: O[N:2]=[C:3]([C:15]1[CH:20]=[CH:19][CH:18]=[CH:17][CH:16]=1)[CH2:4][CH2:5][CH2:6][NH:7][C:8](=[O:14])[O:9][C:10]([CH3:13])([CH3:12])[CH3:11].